Task: Regression. Given two drug SMILES strings and cell line genomic features, predict the synergy score measuring deviation from expected non-interaction effect.. Dataset: NCI-60 drug combinations with 297,098 pairs across 59 cell lines (1) Drug 1: CN(CC1=CN=C2C(=N1)C(=NC(=N2)N)N)C3=CC=C(C=C3)C(=O)NC(CCC(=O)O)C(=O)O. Drug 2: CC1C(C(CC(O1)OC2CC(CC3=C2C(=C4C(=C3O)C(=O)C5=CC=CC=C5C4=O)O)(C(=O)C)O)N)O. Cell line: PC-3. Synergy scores: CSS=51.2, Synergy_ZIP=-12.9, Synergy_Bliss=-30.3, Synergy_Loewe=10.4, Synergy_HSA=-22.8. (2) Drug 1: CCC1=CC2CC(C3=C(CN(C2)C1)C4=CC=CC=C4N3)(C5=C(C=C6C(=C5)C78CCN9C7C(C=CC9)(C(C(C8N6C)(C(=O)OC)O)OC(=O)C)CC)OC)C(=O)OC.C(C(C(=O)O)O)(C(=O)O)O. Drug 2: COC1=NC(=NC2=C1N=CN2C3C(C(C(O3)CO)O)O)N. Cell line: MDA-MB-231. Synergy scores: CSS=10.3, Synergy_ZIP=1.97, Synergy_Bliss=8.33, Synergy_Loewe=-28.4, Synergy_HSA=-1.36. (3) Cell line: SR. Drug 2: C1C(C(OC1N2C=C(C(=O)NC2=O)F)CO)O. Synergy scores: CSS=10.5, Synergy_ZIP=-26.1, Synergy_Bliss=-62.1, Synergy_Loewe=-72.3, Synergy_HSA=-57.8. Drug 1: CC12CCC(CC1=CCC3C2CCC4(C3CC=C4C5=CN=CC=C5)C)O. (4) Drug 1: C(CC(=O)O)C(=O)CN.Cl. Drug 2: CC1=C(C(=O)C2=C(C1=O)N3CC4C(C3(C2COC(=O)N)OC)N4)N. Cell line: MDA-MB-435. Synergy scores: CSS=2.85, Synergy_ZIP=-4.60, Synergy_Bliss=-6.22, Synergy_Loewe=-12.8, Synergy_HSA=-6.16.